This data is from Forward reaction prediction with 1.9M reactions from USPTO patents (1976-2016). The task is: Predict the product of the given reaction. Given the reactants [CH3:1][C:2]1[CH:7]=[C:6]([B:8]2[O:12][C:11]([CH3:14])([CH3:13])[C:10]([CH3:16])([CH3:15])[O:9]2)[CH:5]=[CH:4][C:3]=1[OH:17].C([O-])([O-])=O.[Cs+].[Cs+].[CH2:24]([O:26][C:27](=[O:32])[CH2:28][CH2:29][CH2:30]Br)[CH3:25], predict the reaction product. The product is: [CH2:24]([O:26][C:27](=[O:32])[CH2:28][CH2:29][CH2:30][O:17][C:3]1[CH:4]=[CH:5][C:6]([B:8]2[O:12][C:11]([CH3:13])([CH3:14])[C:10]([CH3:16])([CH3:15])[O:9]2)=[CH:7][C:2]=1[CH3:1])[CH3:25].